Regression/Classification. Given a drug SMILES string, predict its absorption, distribution, metabolism, or excretion properties. Task type varies by dataset: regression for continuous measurements (e.g., permeability, clearance, half-life) or binary classification for categorical outcomes (e.g., BBB penetration, CYP inhibition). For this dataset (solubility_aqsoldb), we predict Y. From a dataset of Aqueous solubility values for 9,982 compounds from the AqSolDB database. (1) The molecule is Cc1cc(=O)n(O)c2ccc3ccccc3c12. The Y is -4.00 log mol/L. (2) The molecule is CCCc1nnc(NS(=O)(=O)c2ccc(N)cc2)s1. The Y is -3.31 log mol/L. (3) The molecule is C=CC(=O)OCCCCCCOC(=O)C=C. The Y is -2.82 log mol/L. (4) The compound is N#Cc1ccccc1-c1ccc(CBr)cc1. The Y is -6.66 log mol/L. (5) The drug is CC(=O)CC(N)=O. The Y is 0.995 log mol/L. (6) The drug is CP(=O)(O)O. The Y is -0.681 log mol/L. (7) The drug is CC(=O)N(O)CCCCCNC(=O)CCC(=O)N(O)CCCCCNC(=O)CCC(=O)N(O)CCCCCN. The Y is -1.67 log mol/L. (8) The Y is -1.62 log mol/L. The drug is FC(F)OC(Cl)C(F)(F)F. (9) The molecule is Oc1c(Cl)cc(Cl)c(Cl)c1Cc1c(O)c(Cl)cc(Cl)c1Cl. The Y is -3.46 log mol/L.